Dataset: Full USPTO retrosynthesis dataset with 1.9M reactions from patents (1976-2016). Task: Predict the reactants needed to synthesize the given product. (1) Given the product [Cl:32][C:12]1[CH:13]=[CH:14][C:15]([NH:17][C:18]([C:20]2[CH:25]=[CH:24][N:23]=[C:22]([N:26]3[CH2:27][CH2:28][O:29][CH2:30][CH2:31]3)[CH:21]=2)=[O:19])=[CH:16][C:11]=1[NH:10][C:8]([C:5]1[CH:6]=[N:7][C:2]([NH:39][CH2:38][CH2:37][CH2:36][CH2:35][N:34]([CH3:40])[CH3:33])=[CH:3][CH:4]=1)=[O:9], predict the reactants needed to synthesize it. The reactants are: Cl[C:2]1[N:7]=[CH:6][C:5]([C:8]([NH:10][C:11]2[CH:16]=[C:15]([NH:17][C:18]([C:20]3[CH:25]=[CH:24][N:23]=[C:22]([N:26]4[CH2:31][CH2:30][O:29][CH2:28][CH2:27]4)[CH:21]=3)=[O:19])[CH:14]=[CH:13][C:12]=2[Cl:32])=[O:9])=[CH:4][CH:3]=1.[CH3:33][N:34]([CH3:40])[CH2:35][CH2:36][CH2:37][CH2:38][NH2:39]. (2) Given the product [Br-:1].[F:22][C:23]1[CH:24]=[C:25]([CH:35]=[CH:36][C:37]=1[CH3:38])[O:26][C@@H:27]1[CH:32]2[CH2:33][CH2:34][N+:29]([CH2:2][C:3]3[O:7][N:6]=[C:5]([C:8]([OH:9])([C:16]4[CH:21]=[CH:20][CH:19]=[CH:18][CH:17]=4)[C:10]4[CH:15]=[CH:14][CH:13]=[CH:12][CH:11]=4)[CH:4]=3)([CH2:30][CH2:31]2)[CH2:28]1, predict the reactants needed to synthesize it. The reactants are: [Br:1][CH2:2][C:3]1[O:7][N:6]=[C:5]([C:8]([C:16]2[CH:21]=[CH:20][CH:19]=[CH:18][CH:17]=2)([C:10]2[CH:15]=[CH:14][CH:13]=[CH:12][CH:11]=2)[OH:9])[CH:4]=1.[F:22][C:23]1[CH:24]=[C:25]([CH:35]=[CH:36][C:37]=1[CH3:38])[O:26][C@@H:27]1[CH:32]2[CH2:33][CH2:34][N:29]([CH2:30][CH2:31]2)[CH2:28]1. (3) Given the product [CH3:30][C:26]1([CH3:31])[CH2:25][CH2:24][C:23]([CH3:32])([CH3:33])[C:22]2[CH:21]=[C:20]([C:16]3[N:15]=[C:14]([N:11]4[CH2:12][CH2:13][CH:8]([NH2:7])[CH2:9][CH2:10]4)[CH:19]=[CH:18][N:17]=3)[CH:29]=[CH:28][C:27]1=2, predict the reactants needed to synthesize it. The reactants are: C(OC(=O)[NH:7][CH:8]1[CH2:13][CH2:12][N:11]([C:14]2[CH:19]=[CH:18][N:17]=[C:16]([C:20]3[CH:29]=[CH:28][C:27]4[C:26]([CH3:31])([CH3:30])[CH2:25][CH2:24][C:23]([CH3:33])([CH3:32])[C:22]=4[CH:21]=3)[N:15]=2)[CH2:10][CH2:9]1)(C)(C)C.Cl.